From a dataset of Forward reaction prediction with 1.9M reactions from USPTO patents (1976-2016). Predict the product of the given reaction. (1) Given the reactants [CH2:1]([O:3][C:4]([C:6]1[C:7]([OH:26])=[C:8]2[C:14](Br)=[C:13](Br)[N:12]([CH2:17][C:18]3[CH:23]=[CH:22][CH:21]=[CH:20][C:19]=3[O:24][CH3:25])[C:9]2=[CH:10][N:11]=1)=[O:5])[CH3:2].C([O-])=O.[NH4+], predict the reaction product. The product is: [CH2:1]([O:3][C:4]([C:6]1[C:7]([OH:26])=[C:8]2[CH:14]=[CH:13][N:12]([CH2:17][C:18]3[CH:23]=[CH:22][CH:21]=[CH:20][C:19]=3[O:24][CH3:25])[C:9]2=[CH:10][N:11]=1)=[O:5])[CH3:2]. (2) Given the reactants [Cl:1][C:2]1[C:17]([O:18][CH2:19][C:20]2[CH:25]=[CH:24][CH:23]=[C:22]([C:26]3[CH:35]=[CH:34][C:29]4[O:30][CH2:31][CH2:32][O:33][C:28]=4[CH:27]=3)[C:21]=2[CH3:36])=[CH:16][C:5]([O:6][CH2:7][C:8]2[CH:9]=[N:10][CH:11]=[C:12]([CH:15]=2)[C:13]#[N:14])=[C:4]([CH:37]=O)[CH:3]=1.[NH2:39][C@H:40]([C:51]([O:53][CH3:54])=[O:52])[CH2:41][CH2:42][NH:43][C:44]([O:46][C:47]([CH3:50])([CH3:49])[CH3:48])=[O:45].Cl, predict the reaction product. The product is: [C:47]([O:46][C:44]([NH:43][CH2:42][CH2:41][C@H:40]([NH:39][CH2:37][C:4]1[CH:3]=[C:2]([Cl:1])[C:17]([O:18][CH2:19][C:20]2[CH:25]=[CH:24][CH:23]=[C:22]([C:26]3[CH:35]=[CH:34][C:29]4[O:30][CH2:31][CH2:32][O:33][C:28]=4[CH:27]=3)[C:21]=2[CH3:36])=[CH:16][C:5]=1[O:6][CH2:7][C:8]1[CH:9]=[N:10][CH:11]=[C:12]([C:13]#[N:14])[CH:15]=1)[C:51]([O:53][CH3:54])=[O:52])=[O:45])([CH3:49])([CH3:50])[CH3:48]. (3) Given the reactants Cl.[CH:2]([N:5]1[C:14]2[C:9](=[C:10]([CH3:15])[CH:11]=[CH:12][CH:13]=2)[CH:8]=[C:7]([C:16]([NH:18][CH2:19][CH:20]2[CH2:25][CH2:24][NH:23][CH2:22][CH2:21]2)=[O:17])[C:6]1=[O:26])([CH3:4])[CH3:3].Br[CH:28]([CH3:36])[C:29]([O:31][C:32]([CH3:35])([CH3:34])[CH3:33])=[O:30].C(N(CC)CC)C.C(=O)([O-])O.[Na+], predict the reaction product. The product is: [CH:2]([N:5]1[C:14]2[C:9](=[C:10]([CH3:15])[CH:11]=[CH:12][CH:13]=2)[CH:8]=[C:7]([C:16]([NH:18][CH2:19][CH:20]2[CH2:25][CH2:24][N:23]([CH:28]([CH3:36])[C:29]([O:31][C:32]([CH3:35])([CH3:34])[CH3:33])=[O:30])[CH2:22][CH2:21]2)=[O:17])[C:6]1=[O:26])([CH3:4])[CH3:3]. (4) The product is: [CH:8]1([CH2:11][O:12][C:13]2[CH:14]=[C:15]([C:16](=[O:17])[C:2]([CH3:7])([CH3:1])[C:3]([O:5][CH3:6])=[O:4])[CH:19]=[CH:20][C:21]=2[O:22][CH:23]([F:25])[F:24])[CH2:10][CH2:9]1. Given the reactants [CH3:1][CH:2]([CH3:7])[C:3]([O:5][CH3:6])=[O:4].[CH:8]1([CH2:11][O:12][C:13]2[CH:14]=[C:15]([CH:19]=[CH:20][C:21]=2[O:22][CH:23]([F:25])[F:24])[C:16](Cl)=[O:17])[CH2:10][CH2:9]1, predict the reaction product. (5) Given the reactants O1C2(CC[CH:8]([CH2:11]OC3C(Cl)=CC(C(OC(C)(C)C)=O)=C(F)C=3)[CH2:7]C2)OCC1.[O:28]1[C:32]2([CH2:37][CH2:36][CH:35]([O:38][C:39]3[C:51](Cl)=[CH:50][C:42]([C:43]([O:45][C:46]([CH3:49])([CH3:48])[CH3:47])=[O:44])=[C:41]([F:53])[CH:40]=3)[CH2:34][CH2:33]2)[O:31][CH2:30][CH2:29]1, predict the reaction product. The product is: [O:28]1[C:32]2([CH2:37][CH2:36][CH:35]([O:38][C:39]3[C:51]([CH:11]4[CH2:8][CH2:7]4)=[CH:50][C:42]([C:43]([O:45][C:46]([CH3:49])([CH3:48])[CH3:47])=[O:44])=[C:41]([F:53])[CH:40]=3)[CH2:34][CH2:33]2)[O:31][CH2:30][CH2:29]1. (6) Given the reactants [Cl-].[CH3:2][O:3]C[P+](C1C=CC=CC=1)(C1C=CC=CC=1)C1C=CC=CC=1.[F:24][C:25]1[CH:26]=[CH:27][C:28]([N:31]2[CH:35]=[CH:34][C:33]([CH:36]=O)=[N:32]2)=[N:29][CH:30]=1.[Cl-].[Na+].Cl, predict the reaction product. The product is: [F:24][C:25]1[CH:26]=[CH:27][C:28]([N:31]2[CH:35]=[CH:34][C:33]([CH2:36][CH:2]=[O:3])=[N:32]2)=[N:29][CH:30]=1. (7) Given the reactants [H-].[Al+3].[Li+].[H-].[H-].[H-].[NH2:7][C:8]1([C:17](O)=[O:18])[CH2:16][C:15]2[C:10](=[CH:11][CH:12]=[CH:13][CH:14]=2)[CH2:9]1, predict the reaction product. The product is: [NH2:7][C:8]1([CH2:17][OH:18])[CH2:9][C:10]2[C:15](=[CH:14][CH:13]=[CH:12][CH:11]=2)[CH2:16]1.